From a dataset of Full USPTO retrosynthesis dataset with 1.9M reactions from patents (1976-2016). Predict the reactants needed to synthesize the given product. (1) Given the product [C:15]1([CH2:21][C:22]([C:1]23[CH2:7][CH:4]([CH:5]=[CH:6]2)[C:3](=[O:8])[NH:2]3)=[O:23])[CH:20]=[CH:19][CH:18]=[CH:17][CH:16]=1, predict the reactants needed to synthesize it. The reactants are: [CH:1]12[CH2:7][CH:4]([CH:5]=[CH:6]1)[C:3](=[O:8])[NH:2]2.N1C=CC=CC=1.[C:15]1([CH2:21][C:22](Cl)=[O:23])[CH:20]=[CH:19][CH:18]=[CH:17][CH:16]=1.O. (2) The reactants are: Cl.[NH:2]1[CH2:7][CH2:6][C:5]([C:8]2[CH:13]=[CH:12][C:11]([N:14]3[CH2:18][C@H:17]([CH2:19][N:20]4[CH:24]=[CH:23][N:22]=[N:21]4)[O:16][C:15]3=[O:25])=[CH:10][C:9]=2[F:26])=[CH:4][CH2:3]1.[CH2:27]([S:29](Cl)(=[O:31])=[O:30])[CH3:28]. Given the product [CH2:27]([S:29]([N:2]1[CH2:7][CH2:6][C:5]([C:8]2[CH:13]=[CH:12][C:11]([N:14]3[CH2:18][C@H:17]([CH2:19][N:20]4[CH:24]=[CH:23][N:22]=[N:21]4)[O:16][C:15]3=[O:25])=[CH:10][C:9]=2[F:26])=[CH:4][CH2:3]1)(=[O:31])=[O:30])[CH3:28], predict the reactants needed to synthesize it.